From a dataset of CYP2D6 inhibition data for predicting drug metabolism from PubChem BioAssay. Regression/Classification. Given a drug SMILES string, predict its absorption, distribution, metabolism, or excretion properties. Task type varies by dataset: regression for continuous measurements (e.g., permeability, clearance, half-life) or binary classification for categorical outcomes (e.g., BBB penetration, CYP inhibition). Dataset: cyp2d6_veith. (1) The drug is NC(Cc1ccccc1)=NCC(=O)O. The result is 0 (non-inhibitor). (2) The drug is O=C(O)C[C@H](Nc1ccccc1)C(=O)O. The result is 0 (non-inhibitor).